This data is from Reaction yield outcomes from USPTO patents with 853,638 reactions. The task is: Predict the reaction yield, written as a fraction of the theoretical maximum amount of product (1.0 means a 100% yield; for example, 0.34 means a 34% yield). (1) The reactants are [NH2:1][C:2]1[N:7]([C:8]2[CH:13]=[CH:12][C:11]([CH2:14][CH2:15][NH:16][C:17]([CH3:26])([C:19]([O:21]C(C)(C)C)=[O:20])[CH3:18])=[CH:10][CH:9]=2)[C:6](=[O:27])[CH:5]=[CH:4][C:3]=1[C:28](=[O:37])[C:29]1[CH:34]=[CH:33][C:32]([F:35])=[CH:31][C:30]=1[F:36].FC(F)(F)C(O)=O. The catalyst is C(Cl)Cl. The product is [NH2:1][C:2]1[N:7]([C:8]2[CH:9]=[CH:10][C:11]([CH2:14][CH2:15][NH:16][C:17]([CH3:18])([C:19]([OH:21])=[O:20])[CH3:26])=[CH:12][CH:13]=2)[C:6](=[O:27])[CH:5]=[CH:4][C:3]=1[C:28](=[O:37])[C:29]1[CH:34]=[CH:33][C:32]([F:35])=[CH:31][C:30]=1[F:36]. The yield is 0.560. (2) The reactants are FC(F)(F)C(O)=O.[CH3:8][O:9][C:10]1[CH:19]=[C:18]2[C:13]([N:14]=[CH:15][C:16]([NH2:20])=[N:17]2)=[CH:12][CH:11]=1.C(N(CC)CC)C.[C:28](N1C=CC=CC1=O)(N1C=CC=CC1=O)=[S:29]. The catalyst is C(Cl)Cl. The product is [N:20]([C:16]1[CH:15]=[N:14][C:13]2[C:18](=[CH:19][C:10]([O:9][CH3:8])=[CH:11][CH:12]=2)[N:17]=1)=[C:28]=[S:29]. The yield is 0.190. (3) The reactants are [OH-].[Li+].[NH2:3][C@@H:4]1[C:12]2[C:7](=[CH:8][CH:9]=[CH:10][CH:11]=2)[CH2:6][C@@H:5]1[OH:13].[F-].[K+].CO[C:18]([CH3:20])=[CH2:19].C(Cl)CCC1C=CC=CC=1.[C:31](Cl)(=[O:40])[CH2:32][CH2:33][C:34]1[CH:39]=[CH:38][CH:37]=[CH:36][CH:35]=1.[CH2-]C(C)=O. The catalyst is C1COCC1. The yield is 0.980. The product is [CH3:20][C:18]1([CH3:19])[N:3]([C:31](=[O:40])[CH2:32][CH2:33][C:34]2[CH:39]=[CH:38][CH:37]=[CH:36][CH:35]=2)[C@H:4]2[C:12]3[CH:11]=[CH:10][CH:9]=[CH:8][C:7]=3[CH2:6][C@H:5]2[O:13]1. (4) The reactants are C([NH:8][C@H:9]1[CH2:14][CH2:13][N:12]([C:15]([O:17][C:18]([CH3:21])([CH3:20])[CH3:19])=[O:16])[CH2:11][C@H:10]1[F:22])C1C=CC=CC=1. The catalyst is CCO.[OH-].[Pd+2].[OH-]. The product is [NH2:8][C@H:9]1[CH2:14][CH2:13][N:12]([C:15]([O:17][C:18]([CH3:20])([CH3:19])[CH3:21])=[O:16])[CH2:11][C@H:10]1[F:22]. The yield is 1.00.